This data is from Full USPTO retrosynthesis dataset with 1.9M reactions from patents (1976-2016). The task is: Predict the reactants needed to synthesize the given product. (1) Given the product [F:10][C:11]1[CH:12]=[C:13]([N:26]2[CH2:30][C@H:29]([CH2:31][N:32]3[CH:36]=[CH:35][N:34]=[N:33]3)[O:28][C:27]2=[O:37])[CH:14]=[CH:15][C:16]=1[C:2]1[CH:7]=[N:6][C:5]([CH2:8][OH:9])=[CH:4][CH:3]=1, predict the reactants needed to synthesize it. The reactants are: Br[C:2]1[CH:3]=[CH:4][C:5]([CH2:8][OH:9])=[N:6][CH:7]=1.[F:10][C:11]1[CH:12]=[C:13]([N:26]2[CH2:30][C@H:29]([CH2:31][N:32]3[CH:36]=[CH:35][N:34]=[N:33]3)[O:28][C:27]2=[O:37])[CH:14]=[CH:15][C:16]=1B1OC(C)(C)C(C)(C)O1.C(=O)([O-])[O-].[Na+].[Na+]. (2) Given the product [CH2:7]([O:33][C:31](=[O:32])[CH2:30][C:29]1[C:28]2[C:23](=[CH:24][CH:25]=[CH:26][CH:27]=2)[NH:22][C:21]=1[CH3:20])[C:8]1[CH:13]=[CH:12][CH:11]=[CH:10][CH:9]=1, predict the reactants needed to synthesize it. The reactants are: C(=O)([O-])[O-].[K+].[K+].[CH2:7](Br)[C:8]1[CH:13]=[CH:12][CH:11]=[CH:10][CH:9]=1.CN(C)C=O.[CH3:20][C:21]1[NH:22][C:23]2[C:28]([C:29]=1[CH2:30][C:31]([OH:33])=[O:32])=[CH:27][CH:26]=[CH:25][CH:24]=2. (3) Given the product [C:20]1([C:23]2[CH:24]=[CH:25][CH:26]=[CH:27][CH:28]=2)[CH:19]=[CH:18][C:17]([CH:15]([N:7]([CH2:6][C:5]([OH:29])=[O:4])[C:8]([O:10][C:11]([CH3:14])([CH3:13])[CH3:12])=[O:9])[CH3:16])=[CH:22][CH:21]=1, predict the reactants needed to synthesize it. The reactants are: [Li+].[OH-].C[O:4][C:5](=[O:29])[CH2:6][N:7]([CH:15]([C:17]1[CH:22]=[CH:21][C:20]([C:23]2[CH:28]=[CH:27][CH:26]=[CH:25][CH:24]=2)=[CH:19][CH:18]=1)[CH3:16])[C:8]([O:10][C:11]([CH3:14])([CH3:13])[CH3:12])=[O:9]. (4) Given the product [CH3:1][O:2][C:3]([C:5]1[S:6][C:7]([C:20](=[O:24])[CH:21]([CH3:23])[CH3:22])=[CH:8][C:9]=1[NH:10][C:11](=[O:16])[C:12]([F:13])([F:14])[F:15])=[O:4], predict the reactants needed to synthesize it. The reactants are: [CH3:1][O:2][C:3]([C:5]1[S:6][CH:7]=[CH:8][C:9]=1[NH:10][C:11](=[O:16])[C:12]([F:15])([F:14])[F:13])=[O:4].CON(C)[C:20](=[O:24])[CH:21]([CH3:23])[CH3:22]. (5) Given the product [CH3:8][N:6]1[C:5](=[O:9])[CH:4]=[CH:3][C:2]([C:19]2[CH:20]=[C:15]([NH:14][S:11]([CH3:10])(=[O:12])=[O:13])[CH:16]=[CH:17][CH:18]=2)=[CH:7]1, predict the reactants needed to synthesize it. The reactants are: Br[C:2]1[CH:3]=[CH:4][C:5](=[O:9])[N:6]([CH3:8])[CH:7]=1.[CH3:10][S:11]([NH:14][C:15]1[CH:16]=[C:17](B(O)O)[CH:18]=[CH:19][CH:20]=1)(=[O:13])=[O:12].CC([O-])=O.[K+]. (6) Given the product [CH3:8][O:9][CH2:10][C:11]1[CH:12]=[C:13]([C:14]2[O:15][CH:2]=[N:1][C:3]=2[C:4]([O:6][CH3:7])=[O:5])[CH:17]=[CH:18][CH:19]=1, predict the reactants needed to synthesize it. The reactants are: [N+:1]([CH2:3][C:4]([O:6][CH3:7])=[O:5])#[C-:2].[CH3:8][O:9][CH2:10][C:11]1[CH:12]=[C:13]([CH:17]=[CH:18][CH:19]=1)[C:14](Cl)=[O:15].C(N(CC)CC)C.